Predict which catalyst facilitates the given reaction. From a dataset of Catalyst prediction with 721,799 reactions and 888 catalyst types from USPTO. (1) Reactant: [C:1]1([N:7]2[C:19]3[CH:18]=[CH:17][CH:16]=[CH:15][C:14]=3[C:13]3[C:8]2=[CH:9][CH:10]=[CH:11][CH:12]=3)[CH:6]=[CH:5][CH:4]=[CH:3][CH:2]=1.[Br:20]N1C(=O)CCC1=O.CO. Product: [Br:20][C:16]1[CH:17]=[CH:18][C:19]2[N:7]([C:1]3[CH:2]=[CH:3][CH:4]=[CH:5][CH:6]=3)[C:8]3[C:13]([C:14]=2[CH:15]=1)=[CH:12][CH:11]=[CH:10][CH:9]=3. The catalyst class is: 15. (2) Product: [Br:17][C:13]1[CH:12]=[C:11]([N:7]2[CH2:6][CH2:5][C:4]([CH2:1][CH2:2][OH:24])([C:18]3[CH:19]=[CH:20][CH:21]=[CH:22][CH:23]=3)[O:9][C:8]2=[O:10])[CH:16]=[CH:15][CH:14]=1. Reactant: [CH2:1]([C:4]1([C:18]2[CH:23]=[CH:22][CH:21]=[CH:20][CH:19]=2)[O:9][C:8](=[O:10])[N:7]([C:11]2[CH:16]=[CH:15][CH:14]=[C:13]([Br:17])[CH:12]=2)[CH2:6][CH2:5]1)[CH:2]=C.[O:24]=[O+][O-].[BH4-].[Na+]. The catalyst class is: 2. (3) Product: [CH3:1][C:2]1[O:6][N:5]=[C:4]([N:7]2[C:8]3[C:9](=[CH:10][CH:11]=[CH:12][N:13]=3)[CH:14]=[C:17]([C:18]([O:20][CH2:21][CH3:22])=[O:19])[C:16]2=[O:23])[CH:3]=1. Reactant: [CH3:1][C:2]1[O:6][N:5]=[C:4]([NH:7][C:8]2[N:13]=[CH:12][CH:11]=[CH:10][C:9]=2[CH:14]=O)[CH:3]=1.[C:16](OCC)(=[O:23])[CH2:17][C:18]([O:20][CH2:21][CH3:22])=[O:19].N1CCCCC1. The catalyst class is: 8. (4) Reactant: [O:1]1[CH2:6][CH2:5][CH:4]([C:7]([C:9]2[S:13][C:12]([NH2:14])=[N:11][C:10]=2[C:15]2[O:16][CH:17]=[CH:18][CH:19]=2)=[O:8])[CH2:3][CH2:2]1.[O:20]1[CH:24]=[CH:23][CH:22]=[C:21]1[C:25](Cl)=[O:26].O. Product: [O:16]1[CH:17]=[CH:18][CH:19]=[C:15]1[C:10]1[N:11]=[C:12]([NH:14][C:25]([C:21]2[O:20][CH:24]=[CH:23][CH:22]=2)=[O:26])[S:13][C:9]=1[C:7]([CH:4]1[CH2:5][CH2:6][O:1][CH2:2][CH2:3]1)=[O:8]. The catalyst class is: 377. (5) Reactant: [Cl:1][C:2]1[CH:7]=[CH:6][C:5]([N:8]=[C:9]=[O:10])=[CH:4][CH:3]=1.Cl.[F:12][C:13]1[CH:14]=[C:15]2[C:20](=[CH:21][C:22]=1[C:23]1[CH:28]=[C:27]([N:29]3[CH2:34][CH2:33][N:32]([CH3:35])[CH2:31][CH2:30]3)[N:26]=[C:25]([NH2:36])[N:24]=1)[CH2:19][NH:18][CH2:17][CH2:16]2.C(N(CC)CC)C. Product: [NH2:36][C:25]1[N:24]=[C:23]([C:22]2[CH:21]=[C:20]3[C:15]([CH2:16][CH2:17][N:18]([C:9]([NH:8][C:5]4[CH:6]=[CH:7][C:2]([Cl:1])=[CH:3][CH:4]=4)=[O:10])[CH2:19]3)=[CH:14][C:13]=2[F:12])[CH:28]=[C:27]([N:29]2[CH2:30][CH2:31][N:32]([CH3:35])[CH2:33][CH2:34]2)[N:26]=1. The catalyst class is: 10.